Dataset: Reaction yield outcomes from USPTO patents with 853,638 reactions. Task: Predict the reaction yield, written as a fraction of the theoretical maximum amount of product (1.0 means a 100% yield; for example, 0.34 means a 34% yield). (1) The reactants are [C:1]([O:5][C:6](=[O:24])[NH:7][C:8]1[CH:13]=[C:12]([O:14][C:15]2[CH:20]=[CH:19][C:18]([NH2:21])=[CH:17][N:16]=2)[C:11]([F:22])=[CH:10][C:9]=1[F:23])([CH3:4])([CH3:3])[CH3:2].[S-:25][C:26]#[N:27].[K+].BrBr. The catalyst is C(O)(=O)C. The product is [C:1]([O:5][C:6](=[O:24])[NH:7][C:8]1[CH:13]=[C:12]([O:14][C:15]2[N:16]=[C:17]3[S:25][C:26]([NH2:27])=[N:21][C:18]3=[CH:19][CH:20]=2)[C:11]([F:22])=[CH:10][C:9]=1[F:23])([CH3:4])([CH3:2])[CH3:3]. The yield is 0.880. (2) The reactants are [Li+].C[Si]([N-:6][Si](C)(C)C)(C)C.[Br:11][C:12]1[S:16][C:15]([C:17]#[N:18])=[CH:14][CH:13]=1.Cl.[C:20](O[C:20]([O:22][C:23]([CH3:26])([CH3:25])[CH3:24])=[O:21])([O:22][C:23]([CH3:26])([CH3:25])[CH3:24])=[O:21]. The catalyst is C1COCC1. The product is [NH2:18]/[C:17](=[N:6]\[C:20](=[O:21])[O:22][C:23]([CH3:26])([CH3:25])[CH3:24])/[C:15]1[S:16][C:12]([Br:11])=[CH:13][CH:14]=1. The yield is 0.750. (3) The reactants are [NH2:1][C@@H:2]([CH3:17])[C@@H:3]([C:5]1[CH:6]=[CH:7][C:8]([OH:16])=[C:9]([NH:11][S:12]([CH3:15])(=[O:14])=[O:13])[CH:10]=1)[OH:4].[CH3:18][C:19]1[CH:20]=[C:21]([CH:24]=[C:25]([CH3:27])[CH:26]=1)[CH:22]=O.O. The catalyst is CO. The product is [CH3:18][C:19]1[CH:26]=[C:25]([CH:24]=[C:21]([CH3:22])[CH:20]=1)[CH2:27][NH:1][C@@H:2]([CH3:17])[C@@H:3]([C:5]1[CH:6]=[CH:7][C:8]([OH:16])=[C:9]([NH:11][S:12]([CH3:15])(=[O:14])=[O:13])[CH:10]=1)[OH:4]. The yield is 0.330. (4) The reactants are O[CH:2]([C:31]1[CH:36]=[CH:35][C:34]([CH:37]([CH3:39])[CH3:38])=[CH:33][CH:32]=1)[C:3]1[C:11]2[O:10][CH2:9][CH:8]([C:12]3[CH:17]=[CH:16][C:15]([CH:18]([CH3:20])[CH3:19])=[CH:14][CH:13]=3)[C:7]=2[C:6]([CH3:21])=[C:5]([NH:22][C:23](=[O:29])[CH2:24][C:25]([CH3:28])([CH3:27])[CH3:26])[C:4]=1[CH3:30]. The catalyst is CCCCCC.C(OCC)(=O)C. The product is [CH:37]([C:34]1[CH:35]=[CH:36][C:31]([CH2:2][C:3]2[C:11]3[O:10][CH2:9][CH:8]([C:12]4[CH:17]=[CH:16][C:15]([CH:18]([CH3:20])[CH3:19])=[CH:14][CH:13]=4)[C:7]=3[C:6]([CH3:21])=[C:5]([NH:22][C:23](=[O:29])[CH2:24][C:25]([CH3:28])([CH3:27])[CH3:26])[C:4]=2[CH3:30])=[CH:32][CH:33]=1)([CH3:38])[CH3:39]. The yield is 0.640. (5) The product is [Cl:7][C:8]1[CH:9]=[CH:10][C:11]([C:14]2[CH:19]=[CH:18][N:17]([O:26][CH2:1][CH2:2][CH3:3])[C:16]=2[CH:20]=[O:24])=[CH:12][CH:13]=1. The yield is 0.830. The catalyst is C1COCC1. The reactants are [CH3:1][C:2](C)([O-])[CH3:3].[K+].[Cl:7][C:8]1[CH:13]=[CH:12][C:11]([C:14]([C:16]2[NH:17][CH:18]=[CH:19][CH:20]=2)=O)=[CH:10][CH:9]=1.ClCC[O:24]C.[OH2:26]. (6) The reactants are [Br:1][C:2]1[C:11]2[C:6](=[CH:7][C:8]([Br:12])=[CH:9][CH:10]=2)[CH:5]=[CH:4][C:3]=1[O:13][CH2:14][CH2:15][N:16]1[C:20](=[O:21])[CH2:19][C:18]([C:22]2[CH:27]=[CH:26][CH:25]=[CH:24][CH:23]=2)=[N:17]1.[CH2:28](P(CCCC)CCCC)[CH2:29]CC.C(O)C. The catalyst is C1(C)C=CC=CC=1. The product is [Br:1][C:2]1[C:11]2[C:6](=[CH:7][C:8]([Br:12])=[CH:9][CH:10]=2)[CH:5]=[CH:4][C:3]=1[O:13][CH2:14][CH2:15][N:16]1[C:20]([O:21][CH2:28][CH3:29])=[CH:19][C:18]([C:22]2[CH:27]=[CH:26][CH:25]=[CH:24][CH:23]=2)=[N:17]1. The yield is 0.780.